This data is from Forward reaction prediction with 1.9M reactions from USPTO patents (1976-2016). The task is: Predict the product of the given reaction. Given the reactants [NH2:1][C:2]1[CH:3]=[C:4]2[C:8](=[CH:9][C:10]=1[N+:11]([O-:13])=[O:12])[N:7]([CH2:14][C:15]#[C:16][CH2:17][CH3:18])[C:6](=[O:19])[C:5]2([CH3:21])[CH3:20].[CH2:22]1[CH2:26][O:25][CH2:24][CH2:23]1, predict the reaction product. The product is: [CH3:21][C:5]1([CH3:20])[C:4]2[C:8](=[CH:9][C:10]([N+:11]([O-:13])=[O:12])=[C:2]([NH:1][C:24](=[O:25])[CH2:23][CH2:22][C:26]3[CH:4]=[CH:3][CH:2]=[CH:10][CH:9]=3)[CH:3]=2)[N:7]([CH2:14][C:15]#[C:16][CH2:17][CH3:18])[C:6]1=[O:19].